Dataset: Full USPTO retrosynthesis dataset with 1.9M reactions from patents (1976-2016). Task: Predict the reactants needed to synthesize the given product. (1) Given the product [Br:1][C:2]1[CH:3]=[C:4]([CH:23]=[CH:24][CH:25]=1)[CH2:5][N:6]1[C:14]2[C:13](=[O:15])[N:12]([CH3:16])[C:11](=[O:17])[N:10]([CH3:18])[C:9]=2[N:8]=[C:7]1[CH2:19][CH2:20][CH2:21][O:22][CH2:29][CH3:30], predict the reactants needed to synthesize it. The reactants are: [Br:1][C:2]1[CH:3]=[C:4]([CH:23]=[CH:24][CH:25]=1)[CH2:5][N:6]1[C:14]2[C:13](=[O:15])[N:12]([CH3:16])[C:11](=[O:17])[N:10]([CH3:18])[C:9]=2[N:8]=[C:7]1[CH2:19][CH2:20][CH2:21][OH:22].[H-].[Na+].I[CH2:29][CH3:30]. (2) Given the product [Cl:18][C:17]1[C:12]([O:9][CH2:8][CH:6]2[CH2:7][C:4]([F:10])([F:3])[CH2:5]2)=[N:13][CH:14]=[CH:15][CH:16]=1, predict the reactants needed to synthesize it. The reactants are: [H-].[Na+].[F:3][C:4]1([F:10])[CH2:7][CH:6]([CH2:8][OH:9])[CH2:5]1.Cl[C:12]1[C:17]([Cl:18])=[CH:16][CH:15]=[CH:14][N:13]=1.Cl. (3) Given the product [CH3:29][S:30]([OH:33])(=[O:32])=[O:31].[CH3:1][O:2][C:3]1[CH:18]=[C:17]([CH2:19][NH:20][CH2:21][CH2:22][CH:23]2[CH2:24][CH2:25][O:26][CH2:27][CH2:28]2)[CH:16]=[CH:15][C:4]=1[O:5][C:6]1[CH:14]=[CH:13][C:9]([C:10]([NH2:12])=[O:11])=[CH:8][N:7]=1, predict the reactants needed to synthesize it. The reactants are: [CH3:1][O:2][C:3]1[CH:18]=[C:17]([CH2:19][NH:20][CH2:21][CH2:22][CH:23]2[CH2:28][CH2:27][O:26][CH2:25][CH2:24]2)[CH:16]=[CH:15][C:4]=1[O:5][C:6]1[CH:14]=[CH:13][C:9]([C:10]([NH2:12])=[O:11])=[CH:8][N:7]=1.[CH3:29][S:30]([OH:33])(=[O:32])=[O:31]. (4) Given the product [CH:20]1([CH2:19][O:18][C:4]2[CH:3]=[C:2]([NH:23][C:24]3[CH:29]=[N:28][CH:27]=[CH:26][N:25]=3)[N:7]=[C:6]([NH:8][C@H:9]([C:11]3[CH:16]=[CH:15][C:14]([F:17])=[CH:13][CH:12]=3)[CH3:10])[CH:5]=2)[CH2:22][CH2:21]1, predict the reactants needed to synthesize it. The reactants are: Cl[C:2]1[N:7]=[C:6]([NH:8][C@H:9]([C:11]2[CH:16]=[CH:15][C:14]([F:17])=[CH:13][CH:12]=2)[CH3:10])[CH:5]=[C:4]([O:18][CH2:19][CH:20]2[CH2:22][CH2:21]2)[CH:3]=1.[NH2:23][C:24]1[CH:29]=[N:28][CH:27]=[CH:26][N:25]=1.C1(P(C2CCCCC2)C2C=CC=CC=2C2C(C(C)C)=CC(C(C)C)=CC=2C(C)C)CCCCC1.CC(C)([O-])C.[Na+]. (5) Given the product [C:18]([O:10][CH2:9][C:3]1[CH:4]=[CH:5][C:6]([CH3:8])=[CH:7][C:2]=1[Cl:1])(=[O:19])[CH3:20], predict the reactants needed to synthesize it. The reactants are: [Cl:1][C:2]1[CH:7]=[C:6]([CH3:8])[CH:5]=[CH:4][C:3]=1[CH2:9][OH:10].CCN(CC)CC.[C:18](OCl)([CH3:20])=[O:19].